From a dataset of TCR-epitope binding with 47,182 pairs between 192 epitopes and 23,139 TCRs. Binary Classification. Given a T-cell receptor sequence (or CDR3 region) and an epitope sequence, predict whether binding occurs between them. (1) The epitope is SEVGPEHSLAEY. The TCR CDR3 sequence is CASSTTTGLNQPQHF. Result: 0 (the TCR does not bind to the epitope). (2) The epitope is ILGLPTQTV. The TCR CDR3 sequence is CASSIGTGRGQETQYF. Result: 0 (the TCR does not bind to the epitope). (3) The epitope is MPASWVMRI. The TCR CDR3 sequence is CSARDLAEGTYEQYF. Result: 0 (the TCR does not bind to the epitope). (4) The epitope is LEPLVDLPI. The TCR CDR3 sequence is CASSSTPGLAGGNEQFF. Result: 1 (the TCR binds to the epitope). (5) The epitope is TEKSNIIRGW. The TCR CDR3 sequence is CASSQDEDRGQYQETQYF. Result: 0 (the TCR does not bind to the epitope). (6) The epitope is PROT_97E67BCC. The TCR CDR3 sequence is CASKDRTSGDTQYF. Result: 1 (the TCR binds to the epitope). (7) The epitope is VTIAEILLI. The TCR CDR3 sequence is CASSQRVGGEQYF. Result: 0 (the TCR does not bind to the epitope). (8) The epitope is KLWAQCVQL. The TCR CDR3 sequence is CASSSISGSSYNEQFF. Result: 1 (the TCR binds to the epitope). (9) Result: 0 (the TCR does not bind to the epitope). The TCR CDR3 sequence is CASSPTGDEQYF. The epitope is YLNTLTLAV. (10) The epitope is YEGNSPFHPL. The TCR CDR3 sequence is CASSYSFLVSGSTEAFF. Result: 0 (the TCR does not bind to the epitope).